Dataset: Full USPTO retrosynthesis dataset with 1.9M reactions from patents (1976-2016). Task: Predict the reactants needed to synthesize the given product. (1) Given the product [I:21][C:18]1[CH:17]=[CH:16][C:15]([N:7]([C:1]2[CH:2]=[CH:3][C:4]([I:23])=[CH:5][CH:6]=2)[C:8]2[CH:13]=[CH:12][C:11]([CH3:14])=[CH:10][CH:9]=2)=[CH:20][CH:19]=1, predict the reactants needed to synthesize it. The reactants are: [C:1]1([N:7]([C:15]2[CH:20]=[CH:19][CH:18]=[CH:17][CH:16]=2)[C:8]2[CH:13]=[CH:12][C:11]([CH3:14])=[CH:10][CH:9]=2)[CH:6]=[CH:5][CH:4]=[CH:3][CH:2]=1.[I-:21].[K+].[I:23]([O-])(=O)=O.[K+]. (2) Given the product [CH2:29]([NH:31][S:2]([C:5]1[CH:10]=[CH:9][C:8]([CH:11]([CH2:17][CH:18]2[CH2:23][CH2:22][O:21][CH2:20][CH2:19]2)[C:12]([O:14][CH2:15][CH3:16])=[O:13])=[CH:7][CH:6]=1)(=[O:4])=[O:3])[CH3:30], predict the reactants needed to synthesize it. The reactants are: Cl[S:2]([C:5]1[CH:10]=[CH:9][C:8]([CH:11]([CH2:17][CH:18]2[CH2:23][CH2:22][O:21][CH2:20][CH2:19]2)[C:12]([O:14][CH2:15][CH3:16])=[O:13])=[CH:7][CH:6]=1)(=[O:4])=[O:3].S(Cl)(Cl)(=O)=O.[CH2:29]([NH2:31])[CH3:30]. (3) Given the product [CH2:23]([N:15]1[CH2:16][CH2:17][O:18][CH:13]([CH2:12][NH:11][C:9]([NH:8][C:5]2[CH:6]=[CH:7][C:2]([Cl:1])=[CH:3][CH:4]=2)=[O:10])[CH2:14]1)[CH2:22][CH:21]=[CH2:20], predict the reactants needed to synthesize it. The reactants are: [Cl:1][C:2]1[CH:7]=[CH:6][C:5]([NH:8][C:9]([NH:11][CH2:12][CH:13]2[O:18][CH2:17][CH2:16][NH:15][CH2:14]2)=[O:10])=[CH:4][CH:3]=1.Br[CH2:20][CH2:21][CH:22]=[CH2:23]. (4) Given the product [CH3:1][C:2]1[C:3]([CH:22]([OH:34])[C:23]2[NH:24][C:25]3[CH:31]=[C:30]([C:32]#[N:33])[CH:29]=[CH:28][C:26]=3[N:27]=2)=[C:4]2[C:8](=[C:9]([CH3:11])[CH:10]=1)[NH:7][CH:6]=[CH:5]2, predict the reactants needed to synthesize it. The reactants are: [CH3:1][C:2]1[C:3]([CH:22]([OH:34])[C:23]2[NH:27][C:26]3[CH:28]=[CH:29][C:30]([C:32]#[N:33])=[CH:31][C:25]=3[N:24]=2)=[C:4]2[C:8](=[C:9]([CH3:11])[CH:10]=1)[N:7](S(C1C=CC(C)=CC=1)(=O)=O)[CH:6]=[CH:5]2.[OH-].[K+].C(N)CC(C)C. (5) Given the product [ClH:37].[F:26][C:24]([F:25])([F:27])[CH2:23][CH2:22][N:19]1[CH2:20][CH2:21][C:13]2[C:12]([NH:11][C:8]3[CH:9]=[CH:10][C:2]4[O:1][CH2:6][CH2:5][O:4][C:3]=4[CH:7]=3)=[N:17][CH:16]=[N:15][C:14]=2[CH2:18]1, predict the reactants needed to synthesize it. The reactants are: [O:1]1[CH2:6][CH2:5][O:4][C:3]2[CH:7]=[C:8]([NH:11][C:12]3[C:13]4[CH2:21][CH2:20][N:19]([C:22](=O)[CH2:23][C:24]([F:27])([F:26])[F:25])[CH2:18][C:14]=4[N:15]=[CH:16][N:17]=3)[CH:9]=[CH:10][C:2]1=2.[H-].[Al+3].[Li+].[H-].[H-].[H-].[OH-].[Na+].[ClH:37]. (6) Given the product [C:38]([CH2:40][NH:41][C:42]([C@@H:44]1[CH2:48][C@@H:47]([S:49]([C:52]2[CH:57]=[CH:56][CH:55]=[CH:54][CH:53]=2)(=[O:50])=[O:51])[CH2:46][N:45]1[CH:7]([C:1]1[CH:6]=[CH:5][CH:4]=[CH:3][CH:2]=1)[C:8]([F:11])([F:10])[F:9])=[O:43])#[N:39], predict the reactants needed to synthesize it. The reactants are: [C:1]1([CH:7](O)[C:8]([F:11])([F:10])[F:9])[CH:6]=[CH:5][CH:4]=[CH:3][CH:2]=1.C(N(C(C)C)CC)(C)C.S(OS(C(F)(F)F)(=O)=O)(C(F)(F)F)(=O)=O.Cl.[C:38]([CH2:40][NH:41][C:42]([C@@H:44]1[CH2:48][C@@H:47]([S:49]([C:52]2[CH:57]=[CH:56][CH:55]=[CH:54][CH:53]=2)(=[O:51])=[O:50])[CH2:46][NH:45]1)=[O:43])#[N:39].